The task is: Predict the reactants needed to synthesize the given product.. This data is from Full USPTO retrosynthesis dataset with 1.9M reactions from patents (1976-2016). (1) Given the product [CH3:42][N:43]([CH3:53])[C:44]1[CH:49]=[CH:48][C:47]([NH:50][C:51]([NH:1][C:2]2[CH:3]=[C:4]3[C:8](=[CH:9][CH:10]=2)[N:7]([C:11]2[N:19]=[C:18]([NH:20][C@H:21]4[CH2:26][CH2:25][C@H:24]([NH:27][C:28]([O:30][C:31]([CH3:33])([CH3:34])[CH3:32])=[O:29])[CH2:23][CH2:22]4)[N:17]=[C:16]4[C:12]=2[N:13]=[CH:14][N:15]4[C:35]([O:37][C:38]([CH3:41])([CH3:40])[CH3:39])=[O:36])[CH2:6][CH2:5]3)=[O:52])=[CH:46][CH:45]=1, predict the reactants needed to synthesize it. The reactants are: [NH2:1][C:2]1[CH:3]=[C:4]2[C:8](=[CH:9][CH:10]=1)[N:7]([C:11]1[N:19]=[C:18]([NH:20][C@H:21]3[CH2:26][CH2:25][C@H:24]([NH:27][C:28]([O:30][C:31]([CH3:34])([CH3:33])[CH3:32])=[O:29])[CH2:23][CH2:22]3)[N:17]=[C:16]3[C:12]=1[N:13]=[CH:14][N:15]3[C:35]([O:37][C:38]([CH3:41])([CH3:40])[CH3:39])=[O:36])[CH2:6][CH2:5]2.[CH3:42][N:43]([CH3:53])[C:44]1[CH:49]=[CH:48][C:47]([N:50]=[C:51]=[O:52])=[CH:46][CH:45]=1.ClCCl. (2) Given the product [CH:4]([C:3]1[CH:6]=[CH:7][C:8]([CH3:10])=[CH:9][C:2]=1[C:11]#[N:12])=[O:5], predict the reactants needed to synthesize it. The reactants are: Br[C:2]1[CH:9]=[C:8]([CH3:10])[CH:7]=[CH:6][C:3]=1[CH:4]=[O:5].[C:11]([Cu])#[N:12].O. (3) Given the product [CH3:22][O:23][C:24]1[CH:25]=[CH:26][C:27]([CH2:28][N:29]2[CH:37]=[N:36][C:35]3[C:30]2=[N:31][CH:32]=[N:33][C:34]=3[C:38]2[C:39]([NH:1][C:2]3[C:11]([CH3:12])=[CH:10][CH:9]=[C:8]4[C:3]=3[CH:4]=[CH:5][N:6]=[C:7]4[NH:13][C:14]3[CH:21]=[CH:20][C:17]([C:18]#[N:19])=[CH:16][CH:15]=3)=[N:40][CH:41]=[CH:42][CH:43]=2)=[CH:45][CH:46]=1, predict the reactants needed to synthesize it. The reactants are: [NH2:1][C:2]1[C:11]([CH3:12])=[CH:10][CH:9]=[C:8]2[C:3]=1[CH:4]=[CH:5][N:6]=[C:7]2[NH:13][C:14]1[CH:21]=[CH:20][C:17]([C:18]#[N:19])=[CH:16][CH:15]=1.[CH3:22][O:23][C:24]1[CH:46]=[CH:45][C:27]([CH2:28][N:29]2[CH:37]=[N:36][C:35]3[C:30]2=[N:31][CH:32]=[N:33][C:34]=3[C:38]2[C:39](F)=[N:40][CH:41]=[CH:42][CH:43]=2)=[CH:26][CH:25]=1.C[Si]([N-][Si](C)(C)C)(C)C.[Li+].Cl.C([O-])(O)=O.[Na+]. (4) Given the product [Cl:1][C:2]1[CH:3]=[CH:4][C:5]([C:8]([NH:30][C:31](=[O:40])[NH:32][C:33]([CH3:38])([CH3:39])[CH2:34][C:35]([NH2:47])=[O:37])([C:16]2[CH:21]=[C:20]([O:22][C:23]([F:27])([F:28])[CH:24]([F:26])[F:25])[CH:19]=[C:18]([F:29])[CH:17]=2)[CH2:9][C:10]2[CH:11]=[CH:12][CH:13]=[CH:14][CH:15]=2)=[N:6][CH:7]=1, predict the reactants needed to synthesize it. The reactants are: [Cl:1][C:2]1[CH:3]=[CH:4][C:5]([C:8]([NH:30][C:31](=[O:40])[NH:32][C:33]([CH3:39])([CH3:38])[CH2:34][C:35]([OH:37])=O)([C:16]2[CH:21]=[C:20]([O:22][C:23]([F:28])([F:27])[CH:24]([F:26])[F:25])[CH:19]=[C:18]([F:29])[CH:17]=2)[CH2:9][C:10]2[CH:15]=[CH:14][CH:13]=[CH:12][CH:11]=2)=[N:6][CH:7]=1.C1C=CC2N(O)N=[N:47]C=2C=1.CCN=C=NCCCN(C)C.[NH4+].[OH-]. (5) Given the product [CH:1]([C@@H:14]1[O:15][CH2:16][C@@H:17]([OH:18])[CH2:19][CH2:20]1)([C:8]1[CH:13]=[CH:12][CH:11]=[CH:10][CH:9]=1)[C:2]1[CH:3]=[CH:4][CH:5]=[CH:6][CH:7]=1, predict the reactants needed to synthesize it. The reactants are: [CH:1]([C@H:14]1[CH2:20][C@H:19]2[C@H:17]([O:18]2)[CH2:16][O:15]1)([C:8]1[CH:13]=[CH:12][CH:11]=[CH:10][CH:9]=1)[C:2]1[CH:7]=[CH:6][CH:5]=[CH:4][CH:3]=1.C([C@H]1OC[C@H](O)CC1)(C1C=CC=CC=1)C1C=CC=CC=1. (6) Given the product [C:24]([C:23]1[CH:26]=[CH:27][C:20]([CH2:19][NH:18][C:13]([C:12]2[N:11]([CH2:19][C:20]3[CH:27]=[CH:26][CH:23]=[CH:22][CH:21]=3)[N:10]=[C:9]([CH3:16])[CH:8]=2)=[O:15])=[C:21]([OH:28])[CH:22]=1)#[N:25], predict the reactants needed to synthesize it. The reactants are: C([C:8]1[C:9]([CH3:16])=[N:10][NH:11][C:12]=1[C:13]([OH:15])=O)C1C=CC=CC=1.Cl.[NH2:18][CH2:19][C:20]1[CH:27]=[CH:26][C:23]([C:24]#[N:25])=[CH:22][C:21]=1[OH:28]. (7) The reactants are: [C:1]([C:3]1[CH:8]=[CH:7][C:6]([C:9]2[CH:10]=[N:11][CH:12]=[CH:13][C:14]=2[S:15][C:16]([CH3:23])([CH3:22])[C:17]([O:19]CC)=[O:18])=[CH:5][CH:4]=1)#[N:2].[OH-].[Na+]. Given the product [C:1]([C:3]1[CH:4]=[CH:5][C:6]([C:9]2[CH:10]=[N:11][CH:12]=[CH:13][C:14]=2[S:15][C:16]([CH3:23])([CH3:22])[C:17]([OH:19])=[O:18])=[CH:7][CH:8]=1)#[N:2], predict the reactants needed to synthesize it. (8) Given the product [Br:15][C:16]1[CH:22]=[CH:21][C:19]([NH:20][C:9](=[O:11])[C:8]2[CH:7]=[C:6]([CH:5]=[CH:4][C:3]=2[O:2][CH3:1])[C:12]([NH2:14])=[O:13])=[C:18]([Cl:23])[CH:17]=1, predict the reactants needed to synthesize it. The reactants are: [CH3:1][O:2][C:3]1[C:8]([C:9]([OH:11])=O)=[CH:7][C:6]([C:12]([NH2:14])=[O:13])=[CH:5][CH:4]=1.[Br:15][C:16]1[CH:22]=[CH:21][C:19]([NH2:20])=[C:18]([Cl:23])[CH:17]=1. (9) Given the product [Cl:1][C:2]1[CH:3]=[C:4]([CH3:9])[C:5]([O:8][CH2:13][CH2:12][C:11]([F:16])([F:15])[F:10])=[CH:6][N:7]=1, predict the reactants needed to synthesize it. The reactants are: [Cl:1][C:2]1[N:7]=[CH:6][C:5]([OH:8])=[C:4]([CH3:9])[CH:3]=1.[F:10][C:11]([F:16])([F:15])[CH2:12][CH2:13]O. (10) Given the product [C:2]([O:34][C:33]([C:28]1[C:29]2[C:24](=[C:23]([OH:22])[CH:32]=[CH:31][CH:30]=2)[CH:25]=[CH:26][CH:27]=1)=[O:35])([CH3:7])([CH3:3])[CH3:1], predict the reactants needed to synthesize it. The reactants are: [CH2:1](O[C:3]1C=CC(C(O)=O)=[CH:7][C:2]=1[C:1](C)(C)C)[C:2]1[CH:7]=CC=C[CH:3]=1.[OH:22][C:23]1[CH:32]=[CH:31][CH:30]=[C:29]2[C:24]=1[CH:25]=[CH:26][CH:27]=[C:28]2[C:33]([OH:35])=[O:34].